This data is from Catalyst prediction with 721,799 reactions and 888 catalyst types from USPTO. The task is: Predict which catalyst facilitates the given reaction. Reactant: [OH:1][C:2]1[CH:9]=[C:8]([NH:10][C:11]2[S:12][CH:13]=[CH:14][N:15]=2)[CH:7]=[CH:6][C:3]=1[C:4]#[N:5].C([O-])([O-])=O.[Cs+].[Cs+].Br[CH2:23][C:24]1[S:25][CH:26]=[CH:27][N:28]=1. Product: [C:4]([C:3]1[CH:6]=[CH:7][C:8]([NH:10][C:11]2[S:12][CH:13]=[CH:14][N:15]=2)=[CH:9][C:2]=1[O:1][CH2:23][C:24]1[S:25][CH:26]=[CH:27][N:28]=1)#[N:5]. The catalyst class is: 21.